The task is: Predict the product of the given reaction.. This data is from Forward reaction prediction with 1.9M reactions from USPTO patents (1976-2016). (1) Given the reactants [CH2:1]([N:8]1[CH2:12][CH2:11][C:10]([C:14]2[CH:19]=[CH:18][CH:17]=[C:16]([F:20])[C:15]=2[F:21])([OH:13])[CH2:9]1)[C:2]1C=CC=C[CH:3]=1.ICCC, predict the reaction product. The product is: [F:21][C:15]1[C:16]([F:20])=[CH:17][CH:18]=[CH:19][C:14]=1[C:10]1([OH:13])[CH2:11][CH2:12][N:8]([CH2:1][CH2:2][CH3:3])[CH2:9]1. (2) The product is: [NH2:1][C:2]1[N:3]=[C:4]([C:13]2[O:14][C:15]([CH3:18])=[CH:16][CH:17]=2)[C:5]([C:11]#[N:12])=[C:6]([O:27][CH2:26][C:24]2[CH:23]=[CH:22][CH:21]=[C:20]([CH3:19])[N:25]=2)[N:7]=1. Given the reactants [NH2:1][C:2]1[N:7]=[C:6](S(C)=O)[C:5]([C:11]#[N:12])=[C:4]([C:13]2[O:14][C:15]([CH3:18])=[CH:16][CH:17]=2)[N:3]=1.[CH3:19][C:20]1[N:25]=[C:24]([CH2:26][OH:27])[CH:23]=[CH:22][CH:21]=1.C1CCN2C(=NCCC2)CC1, predict the reaction product. (3) Given the reactants Cl[C:2]1[N:3]=[N:4][C:5]([Cl:11])=[CH:6][C:7]=1[C:8]([OH:10])=[O:9].Cl.[O:13]1CCOCC1, predict the reaction product. The product is: [Cl:11][C:5]1[CH:6]=[C:7]([C:8]([OH:10])=[O:9])[C:2](=[O:13])[NH:3][N:4]=1. (4) The product is: [CH3:12][N:4]1[C:5]([N:7]2[CH2:11][CH2:10][CH2:9][CH2:8]2)=[N:6][C:2]([C:14]#[C:13][Si:15]([CH3:18])([CH3:17])[CH3:16])=[N:3]1. Given the reactants Br[C:2]1[N:6]=[C:5]([N:7]2[CH2:11][CH2:10][CH2:9][CH2:8]2)[N:4]([CH3:12])[N:3]=1.[C:13]([Si:15]([CH3:18])([CH3:17])[CH3:16])#[CH:14].C(N(CC)CC)C, predict the reaction product. (5) Given the reactants [O:1]=[C:2]1[C:10]2[C:5](=[CH:6][CH:7]=[CH:8][CH:9]=2)[C:4](=[O:11])[N:3]1C[C@@H]1[C@H](C)CCCN1C(OCC1C=CC=CC=1)=O.[F:30][C:31]1([F:47])[CH2:36][CH2:35][N:34]([C@H:37]([C:39]2[CH:44]=[CH:43][CH:42]=[CH:41][CH:40]=2)[CH3:38])[CH:33]([CH2:45]O)[CH2:32]1, predict the reaction product. The product is: [F:30][C:31]1([F:47])[CH2:36][CH2:35][N:34]([C@H:37]([C:39]2[CH:44]=[CH:43][CH:42]=[CH:41][CH:40]=2)[CH3:38])[CH:33]([CH2:45][N:3]2[C:4](=[O:11])[C:5]3[C:10](=[CH:9][CH:8]=[CH:7][CH:6]=3)[C:2]2=[O:1])[CH2:32]1. (6) Given the reactants Br[CH2:2][CH2:3][CH2:4][CH2:5][CH2:6][CH2:7][CH2:8][CH2:9][CH2:10][CH2:11][O:12][C:13]1[CH:21]=[CH:20][C:16]([C:17]([OH:19])=[O:18])=[CH:15][CH:14]=1.C1(C=CC=C(O)C=1)O.C(O[C:41]1[CH:57]=[CH:56][C:44]([C:45]([O:47]C2C=CC(C=O)=CC=2)=[O:46])=[CH:43][CH:42]=1)CCCCCCCC=C.[O-]Cl=O.[Na+], predict the reaction product. The product is: [CH2:11]([O:12][C:13]1[CH:21]=[CH:20][C:16]([C:17]([O:19][C:41]2[CH:57]=[CH:56][C:44]([C:45]([OH:47])=[O:46])=[CH:43][CH:42]=2)=[O:18])=[CH:15][CH:14]=1)[CH2:10][CH2:9][CH2:8][CH2:7][CH2:6][CH2:5][CH2:4][CH:3]=[CH2:2]. (7) Given the reactants [O-:1][N+:2]1[C:7]2[CH:8]=[CH:9][CH:10]=[CH:11][C:6]=2[N+:5]([O-:12])=[C:4]([NH:13][CH2:14][CH2:15][CH2:16][N:17]([CH3:28])[CH2:18][CH2:19][CH2:20][NH:21]C(=O)C(F)(F)F)[N:3]=1.[NH4+].[OH-], predict the reaction product. The product is: [NH2:21][CH2:20][CH2:19][CH2:18][N:17]([CH3:28])[CH2:16][CH2:15][CH2:14][NH:13][C:4]1[N:3]=[N+:2]([O-:1])[C:7]2[CH:8]=[CH:9][CH:10]=[CH:11][C:6]=2[N+:5]=1[O-:12]. (8) Given the reactants [Na].F[C:3]1[CH:8]=[CH:7][C:6]([S:9]([CH2:12][CH2:13][CH:14]2[CH2:19][CH2:18][N:17]([C:20]([O:22][C:23]([CH3:26])([CH3:25])[CH3:24])=[O:21])[CH2:16][CH2:15]2)(=[O:11])=[O:10])=[CH:5][CH:4]=1.[CH3:27][CH2:28][OH:29], predict the reaction product. The product is: [CH2:28]([O:29][C:3]1[CH:8]=[CH:7][C:6]([S:9]([CH2:12][CH2:13][CH:14]2[CH2:19][CH2:18][N:17]([C:20]([O:22][C:23]([CH3:26])([CH3:25])[CH3:24])=[O:21])[CH2:16][CH2:15]2)(=[O:11])=[O:10])=[CH:5][CH:4]=1)[CH3:27].